Dataset: Catalyst prediction with 721,799 reactions and 888 catalyst types from USPTO. Task: Predict which catalyst facilitates the given reaction. Reactant: [ClH:1].C([O:6][C:7]([C:9]1[C:10]([C:15]2[CH:20]=[CH:19][C:18]([CH2:21][N:22]3[C:26]4[CH:27]=[C:28]([C:32]5[N:36]([CH3:37])[C:35]6[CH:38]=[CH:39][CH:40]=[CH:41][C:34]=6[N:33]=5)[CH:29]=[C:30]([CH3:31])[C:25]=4[N:24]=[C:23]3[CH2:42][CH2:43][CH3:44])=[CH:17][CH:16]=2)=[CH:11][CH:12]=[CH:13][CH:14]=1)=[O:8])(C)(C)C.Cl. Product: [ClH:1].[ClH:1].[CH3:31][C:30]1[C:25]2[N:24]=[C:23]([CH2:42][CH2:43][CH3:44])[N:22]([CH2:21][C:18]3[CH:17]=[CH:16][C:15]([C:10]4[C:9]([C:7]([OH:8])=[O:6])=[CH:14][CH:13]=[CH:12][CH:11]=4)=[CH:20][CH:19]=3)[C:26]=2[CH:27]=[C:28]([C:32]2[N:36]([CH3:37])[C:35]3[CH:38]=[CH:39][CH:40]=[CH:41][C:34]=3[N:33]=2)[CH:29]=1. The catalyst class is: 21.